Dataset: Full USPTO retrosynthesis dataset with 1.9M reactions from patents (1976-2016). Task: Predict the reactants needed to synthesize the given product. (1) Given the product [Cl:1][C:2]1[C:3]2[CH:13]=[C:12]([O:14][CH3:15])[C:11]([O:16][CH3:17])=[CH:10][C:4]=2[S:5][C:6]=1[C:7]([N:22]1[CH2:23][CH2:24][CH:19]([OH:18])[CH2:20][CH2:21]1)=[O:8], predict the reactants needed to synthesize it. The reactants are: [Cl:1][C:2]1[C:3]2[CH:13]=[C:12]([O:14][CH3:15])[C:11]([O:16][CH3:17])=[CH:10][C:4]=2[S:5][C:6]=1[C:7](Cl)=[O:8].[OH:18][CH:19]1[CH2:24][CH2:23][NH:22][CH2:21][CH2:20]1.C(N(CC)CC)C.Cl. (2) Given the product [CH2:49]([N:12]1[CH:13]=[C:14]([C:16]2[CH:21]=[CH:20][CH:19]=[CH:18][CH:17]=2)[N:15]=[C:11]1[C:9]([C:5]1[CH:6]=[CH:7][CH:8]=[C:3]([O:2][CH3:1])[CH:4]=1)=[O:10])[CH2:48][CH:47]=[CH2:46], predict the reactants needed to synthesize it. The reactants are: [CH3:1][O:2][C:3]1[CH:4]=[C:5]([C:9]([C:11]2[NH:12][CH:13]=[C:14]([C:16]3[CH:21]=[CH:20][CH:19]=[CH:18][CH:17]=3)[N:15]=2)=[O:10])[CH:6]=[CH:7][CH:8]=1.C(=O)([O-])[O-].[K+].[K+].C1OCCOCCOCCOCCOCCOC1.[CH2:46](Br)[CH2:47][CH:48]=[CH2:49].